Dataset: Catalyst prediction with 721,799 reactions and 888 catalyst types from USPTO. Task: Predict which catalyst facilitates the given reaction. (1) Reactant: C(N(C(C)C)CC)(C)C.[Cl:10][C:11]1[C:16]([C:17]2[CH:22]=[CH:21][CH:20]=[CH:19][CH:18]=2)=[N:15][N:14]=[C:13]2[N:23]([CH2:32][C:33](O)=[O:34])[N:24]=[C:25]([C:26]3[CH:31]=[CH:30][CH:29]=[CH:28][CH:27]=3)[C:12]=12.Cl.[CH3:37][N:38]([CH3:47])[CH2:39][CH2:40][CH2:41][N:42]=[C:43]=NCC.OC1C=CC=C[N+]=1[O-]. Product: [Cl:10][C:11]1[C:16]([C:17]2[CH:18]=[CH:19][CH:20]=[CH:21][CH:22]=2)=[N:15][N:14]=[C:13]2[N:23]([CH2:32][C:33]([N:42]3[CH2:41][CH2:40][CH:39]([N:38]([CH3:47])[CH3:37])[CH2:43]3)=[O:34])[N:24]=[C:25]([C:26]3[CH:27]=[CH:28][CH:29]=[CH:30][CH:31]=3)[C:12]=12. The catalyst class is: 2. (2) Reactant: [C:1]([C:5]1[CH:10]=[CH:9][C:8]([N:11]2[C:15](=[O:16])[C:14]([CH3:18])([CH3:17])[N:13]([CH2:19][C:20]3[CH:25]=[CH:24][N:23]4[O:26][C:27](=S)[N:28]=[C:22]4[CH:21]=3)[C:12]2=[O:30])=[CH:7][CH:6]=1)([CH3:4])([CH3:3])[CH3:2].[NH2:31][CH2:32][CH2:33][N:34]1[CH2:39][CH2:38][N:37]([CH3:40])[CH2:36][CH2:35]1. Product: [C:1]([C:5]1[CH:10]=[CH:9][C:8]([N:11]2[C:15](=[O:16])[C:14]([CH3:18])([CH3:17])[N:13]([CH2:19][C:20]3[CH:25]=[CH:24][N:23]=[C:22]([NH:28][C:27]([NH:31][CH2:32][CH2:33][N:34]4[CH2:39][CH2:38][N:37]([CH3:40])[CH2:36][CH2:35]4)=[O:26])[CH:21]=3)[C:12]2=[O:30])=[CH:7][CH:6]=1)([CH3:4])([CH3:3])[CH3:2]. The catalyst class is: 12. (3) Reactant: [CH:1]1([C:4]([OH:6])=O)[CH2:3][CH2:2]1.CCN=C=NCCCN(C)C.C1C=CC2N(O)N=NC=2C=1.Cl.[C:29]1([C:35]2[N:39]3[CH2:40][CH2:41][NH:42][CH2:43][C:38]3=[C:37]([C:44]([NH:46][CH:47]3[C:52]([CH3:54])([CH3:53])[CH:51]4[CH2:55][C:48]3([CH3:56])[CH2:49][CH2:50]4)=[O:45])[N:36]=2)[CH:34]=[CH:33][CH:32]=[CH:31][CH:30]=1. Product: [CH:1]1([C:4]([N:42]2[CH2:41][CH2:40][N:39]3[C:35]([C:29]4[CH:34]=[CH:33][CH:32]=[CH:31][CH:30]=4)=[N:36][C:37]([C:44]([NH:46][CH:47]4[C:52]([CH3:53])([CH3:54])[CH:51]5[CH2:55][C:48]4([CH3:56])[CH2:49][CH2:50]5)=[O:45])=[C:38]3[CH2:43]2)=[O:6])[CH2:3][CH2:2]1. The catalyst class is: 3. (4) Reactant: [H-].[Na+].[CH3:3][C:4]1[C:13]([CH3:14])=[C:12](O)[C:11]2[C:6](=[C:7]([F:20])[CH:8]=[C:9]([C:16]([CH3:19])([CH3:18])[CH3:17])[CH:10]=2)[N:5]=1.[C:21](Cl)(=[O:24])[CH2:22][CH3:23]. Product: [CH3:3][C:4]1[C:13]([CH3:14])=[C:12]([C:21](=[O:24])[CH2:22][CH3:23])[C:11]2[C:6](=[C:7]([F:20])[CH:8]=[C:9]([C:16]([CH3:19])([CH3:18])[CH3:17])[CH:10]=2)[N:5]=1. The catalyst class is: 7. (5) Reactant: C(S)C1C=CC=CC=1.C([C@@H]1COC(=O)N1[C:22]([C@@H:24]1[CH2:33][CH2:32][C:27]2([O:31][CH2:30][CH2:29][O:28]2)[CH2:26][C@H:25]1[CH2:34][O:35][CH2:36][C:37]1[CH:42]=[CH:41][CH:40]=[CH:39][CH:38]=1)=[O:23])C1C=CC=CC=1.[H-].[H-].[H-].[H-].[Li+].[Al+3]. Product: [CH2:36]([O:35][CH2:34][C@H:25]1[C@H:24]([CH2:22][OH:23])[CH2:33][CH2:32][C:27]2([O:28][CH2:29][CH2:30][O:31]2)[CH2:26]1)[C:37]1[CH:42]=[CH:41][CH:40]=[CH:39][CH:38]=1. The catalyst class is: 1. (6) Reactant: C([NH:9][C:10]1[S:11][CH2:12][C@@H:13]2[CH2:18][N:17]([C:19]3[N:24]=[CH:23][C:22]([F:25])=[CH:21][N:20]=3)[CH2:16][C@:14]2([C:26]2[CH:27]=[C:28]([NH:32][C:33]([C:35]3[CH:40]=[CH:39][C:38]([F:41])=[CH:37][N:36]=3)=[O:34])[CH:29]=[CH:30][CH:31]=2)[N:15]=1)(=O)C1C=CC=CC=1.Cl.CON.N1C=CC=CC=1. Product: [NH2:9][C:10]1[S:11][CH2:12][C@@H:13]2[CH2:18][N:17]([C:19]3[N:24]=[CH:23][C:22]([F:25])=[CH:21][N:20]=3)[CH2:16][C@:14]2([C:26]2[CH:27]=[C:28]([NH:32][C:33]([C:35]3[CH:40]=[CH:39][C:38]([F:41])=[CH:37][N:36]=3)=[O:34])[CH:29]=[CH:30][CH:31]=2)[N:15]=1. The catalyst class is: 8. (7) Reactant: [CH2:1]([O:5][CH2:6][CH2:7][O:8][C:9]1[CH:14]=[CH:13][C:12]([C:15]2[CH:16]=[C:17](/[CH:26]=[C:27](\[CH3:33])/[C:28]([O:30]CC)=[O:29])[C:18]([N:21]3[CH2:25][CH2:24][CH2:23][CH2:22]3)=[N:19][CH:20]=2)=[CH:11][CH:10]=1)[CH2:2][CH2:3][CH3:4].[OH-].[Na+].O.Cl. Product: [CH2:1]([O:5][CH2:6][CH2:7][O:8][C:9]1[CH:10]=[CH:11][C:12]([C:15]2[CH:16]=[C:17](/[CH:26]=[C:27](\[CH3:33])/[C:28]([OH:30])=[O:29])[C:18]([N:21]3[CH2:25][CH2:24][CH2:23][CH2:22]3)=[N:19][CH:20]=2)=[CH:13][CH:14]=1)[CH2:2][CH2:3][CH3:4]. The catalyst class is: 36. (8) Reactant: [CH3:1][C:2]1[O:6][C:5]([C:7]2[CH:12]=[CH:11][CH:10]=[CH:9][CH:8]=2)=[N:4][C:3]=1[CH2:13][OH:14].[H-].[Na+].Cl[C:18]1[N:23]=[CH:22][C:21]([C:24]([C:26]2[CH:42]=[CH:41][C:40]([O:43][CH3:44])=[CH:39][C:27]=2[O:28][C:29]([CH3:38])([CH3:37])[C:30]([O:32][C:33]([CH3:36])([CH3:35])[CH3:34])=[O:31])=[O:25])=[CH:20][CH:19]=1.[Cl-].[NH4+]. Product: [CH3:44][O:43][C:40]1[CH:41]=[CH:42][C:26]([C:24]([C:21]2[CH:22]=[N:23][C:18]([O:14][CH2:13][C:3]3[N:4]=[C:5]([C:7]4[CH:12]=[CH:11][CH:10]=[CH:9][CH:8]=4)[O:6][C:2]=3[CH3:1])=[CH:19][CH:20]=2)=[O:25])=[C:27]([CH:39]=1)[O:28][C:29]([CH3:38])([CH3:37])[C:30]([O:32][C:33]([CH3:34])([CH3:35])[CH3:36])=[O:31]. The catalyst class is: 9. (9) Reactant: [Cl:1][C:2]1[CH:3]=[CH:4][C:5]([C:25]#[N:26])=[C:6]([C:8]2[C:13]([O:14][CH3:15])=[CH:12][N:11]([CH2:16][C:17]([O:19][C:20]([CH3:23])([CH3:22])[CH3:21])=[O:18])[C:10](=[O:24])[CH:9]=2)[CH:7]=1.[F:27][C:28]1([F:33])[CH2:30][CH:29]1[CH:31]=O. Product: [Cl:1][C:2]1[CH:3]=[CH:4][C:5]([C:25]#[N:26])=[C:6]([C:8]2[C:13]([O:14][CH3:15])=[CH:12][N:11]([C:16](=[CH:31][CH:29]3[CH2:30][C:28]3([F:33])[F:27])[C:17]([O:19][C:20]([CH3:21])([CH3:22])[CH3:23])=[O:18])[C:10](=[O:24])[CH:9]=2)[CH:7]=1. The catalyst class is: 1.